This data is from Full USPTO retrosynthesis dataset with 1.9M reactions from patents (1976-2016). The task is: Predict the reactants needed to synthesize the given product. (1) Given the product [Cl:1][C:2]1[CH:3]=[C:4]([CH:21]([Cl:31])[CH3:22])[C:5]2[O:11][CH2:10][CH2:9][N:8]([C:12]([O:14][C:15]([CH3:18])([CH3:17])[CH3:16])=[O:13])[CH2:7][C:6]=2[C:19]=1[CH3:20], predict the reactants needed to synthesize it. The reactants are: [Cl:1][C:2]1[CH:3]=[C:4]([CH:21](O)[CH3:22])[C:5]2[O:11][CH2:10][CH2:9][N:8]([C:12]([O:14][C:15]([CH3:18])([CH3:17])[CH3:16])=[O:13])[CH2:7][C:6]=2[C:19]=1[CH3:20].CN(C)C=O.S(Cl)([Cl:31])=O. (2) Given the product [CH2:2]1[C:3]2([CH2:7][CH2:6][CH2:5][CH2:4]2)[CH2:8][N:9]=[N:1]1, predict the reactants needed to synthesize it. The reactants are: [NH2:1][CH2:2][C:3]1([CH2:8][NH2:9])[CH2:7][CH2:6][CH2:5][CH2:4]1.OO.[O-]Cl.[Na+]. (3) Given the product [CH:1]1([C:5]2[NH:13][C:12]3[C:11](=[O:14])[NH:10]/[C:9](=[N:21]\[NH2:22])/[N:8]([CH2:16][CH2:17][CH2:18][CH2:19][CH3:20])[C:7]=3[N:6]=2)[CH2:4][CH2:3][CH2:2]1, predict the reactants needed to synthesize it. The reactants are: [CH:1]1([C:5]2[NH:13][C:12]3[C:11](=[O:14])[NH:10][C:9](=S)[N:8]([CH2:16][CH2:17][CH2:18][CH2:19][CH3:20])[C:7]=3[N:6]=2)[CH2:4][CH2:3][CH2:2]1.[NH2:21][NH2:22].